Dataset: Forward reaction prediction with 1.9M reactions from USPTO patents (1976-2016). Task: Predict the product of the given reaction. (1) Given the reactants Cl.[NH2:2][CH:3]1[CH2:8][CH2:7][CH2:6][O:5][CH2:4]1.[N:9]1[O:10][N:11]=[C:12]2[CH:17]=[C:16]([C:18](Cl)=[O:19])[CH:15]=[CH:14][C:13]=12, predict the reaction product. The product is: [O:5]1[CH2:6][CH2:7][CH2:8][CH:3]([NH:2][C:18]([C:16]2[CH:15]=[CH:14][C:13]3=[N:9][O:10][N:11]=[C:12]3[CH:17]=2)=[O:19])[CH2:4]1. (2) Given the reactants [C:1]([C:5]1[CH:10]=[CH:9][CH:8]=[CH:7][CH:6]=1)([CH3:4])([CH3:3])[CH3:2].[Cl-].[Al+3].[Cl-].[Cl-].C([CH:17]([CH2:21][C:22](Cl)=[O:23])[C:18](Cl)=[O:19])C.[OH2:25].Cl[CH2:27][CH2:28]Cl, predict the reaction product. The product is: [CH2:27]([O:25][C:22](=[O:23])[CH2:21][CH2:17][C:18](=[O:19])[C:8]1[CH:9]=[CH:10][C:5]([C:1]([CH3:4])([CH3:3])[CH3:2])=[CH:6][CH:7]=1)[CH3:28]. (3) The product is: [CH2:24]([C:13]1([CH2:1][CH2:2][CH2:3][CH2:4][CH2:5][CH2:6][CH2:7][CH2:8][CH2:9][CH2:10][CH2:11][CH3:12])[C:14]2[CH:18]=[C:17]([Sn:42]([CH3:44])([CH3:43])[CH3:41])[S:16][C:15]=2[C:19]2[S:20][C:21]([Sn:42]([CH3:44])([CH3:43])[CH3:41])=[CH:22][C:23]1=2)[CH2:25][CH2:26][CH2:27][CH2:28][CH2:29][CH2:30][CH2:31][CH2:32][CH2:33][CH2:34][CH3:35]. Given the reactants [CH2:1]([C:13]1([CH2:24][CH2:25][CH2:26][CH2:27][CH2:28][CH2:29][CH2:30][CH2:31][CH2:32][CH2:33][CH2:34][CH3:35])[C:23]2[CH:22]=[CH:21][S:20][C:19]=2[C:15]2[S:16][CH:17]=[CH:18][C:14]1=2)[CH2:2][CH2:3][CH2:4][CH2:5][CH2:6][CH2:7][CH2:8][CH2:9][CH2:10][CH2:11][CH3:12].C([Li])(C)(C)C.[CH3:41][Sn:42](Cl)([CH3:44])[CH3:43].O, predict the reaction product. (4) Given the reactants C[N:2](C)/[CH:3]=[CH:4]/[C:5]([C:7]1[C:12](=[O:13])[CH:11]=[CH:10][N:9]([C:14]2[CH:19]=[CH:18][CH:17]=[C:16]([O:20][C:21]([F:24])([F:23])[F:22])[CH:15]=2)[N:8]=1)=O.[F:26][C:27]1[CH:32]=[CH:31][C:30]([F:33])=[CH:29][C:28]=1[NH:34]N, predict the reaction product. The product is: [F:26][C:27]1[CH:32]=[CH:31][C:30]([F:33])=[CH:29][C:28]=1[N:34]1[C:5]([C:7]2[C:12](=[O:13])[CH:11]=[CH:10][N:9]([C:14]3[CH:19]=[CH:18][CH:17]=[C:16]([O:20][C:21]([F:24])([F:23])[F:22])[CH:15]=3)[N:8]=2)=[CH:4][CH:3]=[N:2]1. (5) The product is: [CH3:23][O:22][CH2:21][CH2:20][O:19][CH2:18][CH2:17][O:1][C:2]1[CH:3]=[C:4]([CH:7]=[CH:8][CH:9]=1)[CH:5]=[O:6]. Given the reactants [OH:1][C:2]1[CH:3]=[C:4]([CH:7]=[CH:8][CH:9]=1)[CH:5]=[O:6].C(=O)([O-])[O-].[K+].[K+].Br[CH2:17][CH2:18][O:19][CH2:20][CH2:21][O:22][CH3:23], predict the reaction product.